Dataset: Full USPTO retrosynthesis dataset with 1.9M reactions from patents (1976-2016). Task: Predict the reactants needed to synthesize the given product. (1) The reactants are: [F:1][C:2]([F:27])([F:26])[C:3]1[CH:4]=[C:5]([NH:9][C:10](=[O:25])[CH2:11][C:12]([NH:14][C:15]2[CH:20]=[CH:19][CH:18]=[C:17]([C:21]([F:24])([F:23])[F:22])[CH:16]=2)=[O:13])[CH:6]=[CH:7][CH:8]=1.[CH3:28][C:29]1[O:35][C:32]([CH:33]=O)=[CH:31][CH:30]=1. Given the product [F:1][C:2]([F:26])([F:27])[C:3]1[CH:4]=[C:5]([NH:9][C:10](=[O:25])[C:11](=[CH:33][C:32]2[O:35][C:29]([CH3:28])=[CH:30][CH:31]=2)[C:12]([NH:14][C:15]2[CH:20]=[CH:19][CH:18]=[C:17]([C:21]([F:24])([F:23])[F:22])[CH:16]=2)=[O:13])[CH:6]=[CH:7][CH:8]=1, predict the reactants needed to synthesize it. (2) The reactants are: [Br:1][C:2]1[C:7]([CH3:8])=[CH:6][C:5](Br)=[CH:4][C:3]=1[CH3:10].C([Li])CCC.Cl[Si:17]([CH3:20])([CH3:19])[CH3:18]. Given the product [Br:1][C:2]1[C:7]([CH3:8])=[CH:6][C:5]([Si:17]([CH3:20])([CH3:19])[CH3:18])=[CH:4][C:3]=1[CH3:10], predict the reactants needed to synthesize it. (3) Given the product [C:9]([O:8][CH2:7][CH:6]([C:12]1[CH:17]=[CH:16][C:15]([NH:18][C:40]([C:29]2[N:30]([CH2:32][O:33][CH2:34][CH2:35][Si:36]([CH3:39])([CH3:38])[CH3:37])[CH:31]=[C:27]([C:25]#[N:26])[N:28]=2)=[O:41])=[C:14]([C:19]2[CH2:24][CH2:23][CH2:22][CH2:21][CH:20]=2)[CH:13]=1)[CH2:5][O:4][C:1](=[O:3])[CH3:2])(=[O:11])[CH3:10], predict the reactants needed to synthesize it. The reactants are: [C:1]([O:4][CH2:5][CH:6]([C:12]1[CH:17]=[CH:16][C:15]([NH2:18])=[C:14]([C:19]2[CH2:24][CH2:23][CH2:22][CH2:21][CH:20]=2)[CH:13]=1)[CH2:7][O:8][C:9](=[O:11])[CH3:10])(=[O:3])[CH3:2].[C:25]([C:27]1[N:28]=[C:29]([C:40](O)=[O:41])[N:30]([CH2:32][O:33][CH2:34][CH2:35][Si:36]([CH3:39])([CH3:38])[CH3:37])[CH:31]=1)#[N:26].[K+].C(C1N=C(C([O-])=O)N(COCC[Si](C)(C)C)C=1)#N. (4) Given the product [O:25]=[C:23]1[C:22]2[C:21](=[CH:29][CH:28]=[CH:27][CH:26]=2)[C:20](=[O:30])[N:24]1[C@H:36]1[C@@H:37]([NH:38][C:39](=[O:48])[O:40][CH2:41][C:42]2[CH:47]=[CH:46][CH:45]=[CH:44][CH:43]=2)[CH2:32][C@H:33]2[C@@H:35]1[CH2:34]2, predict the reactants needed to synthesize it. The reactants are: C1(P(C2C=CC=CC=2)C2C=CC=CC=2)C=CC=CC=1.[C:20]1(=[O:30])[NH:24][C:23](=[O:25])[C:22]2=[CH:26][CH:27]=[CH:28][CH:29]=[C:21]12.O[C@@H:32]1[C@@H:37]([NH:38][C:39](=[O:48])[O:40][CH2:41][C:42]2[CH:47]=[CH:46][CH:45]=[CH:44][CH:43]=2)[CH2:36][C@H:35]2[C@@H:33]1[CH2:34]2.N(C(OC(C)C)=O)=NC(OC(C)C)=O. (5) Given the product [NH2:8][C:6]1[CH:7]=[C:2]([Cl:1])[C:3]([S:12][C:13]2[S:14][C:15]3[CH:21]=[CH:20][C:19]([C:22]#[N:23])=[CH:18][C:16]=3[N:17]=2)=[C:4]([Cl:11])[CH:5]=1, predict the reactants needed to synthesize it. The reactants are: [Cl:1][C:2]1[CH:7]=[C:6]([N+:8]([O-])=O)[CH:5]=[C:4]([Cl:11])[C:3]=1[S:12][C:13]1[S:14][C:15]2[CH:21]=[CH:20][C:19]([C:22]#[N:23])=[CH:18][C:16]=2[N:17]=1.O.O.[Sn](Cl)(Cl)(Cl)Cl.